Dataset: TCR-epitope binding with 47,182 pairs between 192 epitopes and 23,139 TCRs. Task: Binary Classification. Given a T-cell receptor sequence (or CDR3 region) and an epitope sequence, predict whether binding occurs between them. (1) The epitope is RPRGEVRFL. The TCR CDR3 sequence is CATSRGDEVGEQYF. Result: 0 (the TCR does not bind to the epitope). (2) Result: 1 (the TCR binds to the epitope). The epitope is KAYNVTQAF. The TCR CDR3 sequence is CASSPWGGDEQFF. (3) The epitope is TFYLTNDVSFL. The TCR CDR3 sequence is CASSLGSTEAFF. Result: 1 (the TCR binds to the epitope). (4) The epitope is KPLEFGATSAAL. The TCR CDR3 sequence is CASSWNRDRYNTEAFF. Result: 0 (the TCR does not bind to the epitope).